This data is from Forward reaction prediction with 1.9M reactions from USPTO patents (1976-2016). The task is: Predict the product of the given reaction. Given the reactants [B-:1]1([OH:10])([OH:9])[O:6][O:5][B-:4]([OH:8])([OH:7])[O:3][O:2]1.[C:11]1([S:17]([CH3:20])(=O)=O)[CH:16]=[CH:15][CH:14]=[CH:13][CH:12]=1.C1(SC)C=CC=CC=1.C1(S(C)=O)C=CC=CC=1.B1([O-])OO1.O.O.O.O.[Na+:46], predict the reaction product. The product is: [B:1]([O:2][O-:3])=[O:6].[Na+:46].[C:11]1([S:17][CH3:20])[CH:16]=[CH:15][CH:14]=[CH:13][CH:12]=1.[B-:1]1([OH:10])([OH:9])[O:6][O:5][B-:4]([OH:8])([OH:7])[O:3][O:2]1.